Task: Predict the product of the given reaction.. Dataset: Forward reaction prediction with 1.9M reactions from USPTO patents (1976-2016) (1) Given the reactants [CH3:1][O:2][C:3]1[CH:4]=[C:5]([CH:20]=[CH:21][C:22]=1[O:23][CH3:24])[C:6]([N:8]1[C:17]2[C:12](=[CH:13][CH:14]=[CH:15][CH:16]=2)[C@H:11](O)[CH2:10][C@@H:9]1[CH3:19])=[O:7].[CH3:25][C:26]1[CH:27]=[C:28]2[C:33](=[CH:34][CH:35]=1)[NH:32][CH2:31][CH2:30][CH2:29]2, predict the reaction product. The product is: [CH3:1][O:2][C:3]1[CH:4]=[C:5]([CH:20]=[CH:21][C:22]=1[O:23][CH3:24])[C:6]([N:8]1[C:17]2[C:12](=[CH:13][CH:14]=[CH:15][CH:16]=2)[CH:11]([N:32]2[C:33]3[C:28](=[CH:27][C:26]([CH3:25])=[CH:35][CH:34]=3)[CH2:29][CH2:30][CH2:31]2)[CH2:10][CH:9]1[CH3:19])=[O:7]. (2) Given the reactants [H-].[H-].[H-].[H-].[Li+].[Al+3].C([O:9][C:10](=O)[C:11]1[C:16]([S:17][CH3:18])=[CH:15][C:14]([C:19]2[C:24]([CH2:25][CH3:26])=[CH:23][CH:22]=[CH:21][C:20]=2[CH2:27][CH3:28])=[N:13][C:12]=1[CH3:29])C.[O-]S([O-])(=O)=O.[Na+].[Na+].O, predict the reaction product. The product is: [CH2:27]([C:20]1[CH:21]=[CH:22][CH:23]=[C:24]([CH2:25][CH3:26])[C:19]=1[C:14]1[N:13]=[C:12]([CH3:29])[C:11]([CH2:10][OH:9])=[C:16]([S:17][CH3:18])[CH:15]=1)[CH3:28]. (3) The product is: [C:35]([C:44]1[N:45]=[CH:46][C:41]([NH:40][C:2]2[CH:7]=[C:6]([NH:8][CH2:9][CH:10]3[CH2:15][CH2:14][N:13]([C:16]([O:18][C:19]([CH3:22])([CH3:21])[CH3:20])=[O:17])[CH2:12][CH2:11]3)[C:5]([C:30]#[C:29][C:27]([OH:26])([CH3:31])[CH3:28])=[CH:4][N:3]=2)=[N:42][CH:43]=1)#[N:34]. Given the reactants Cl[C:2]1[CH:7]=[C:6]([NH:8][CH2:9][CH:10]2[CH2:15][CH2:14][N:13]([C:16]([O:18][C:19]([CH3:22])([CH3:21])[CH3:20])=[O:17])[CH2:12][CH2:11]2)[C:5](I)=[CH:4][N:3]=1.C[Si](C)(C)[O:26][C:27]([CH3:31])([C:29]#[CH:30])[CH3:28].[N:34]1C=CC=C[CH:35]=1.[NH2:40][C:41]1[CH2:46][N:45](C#N)[CH:44]=[CH:43][N:42]=1.CC1(C)C2C(=C(P(C3C=CC=CC=3)C3C=CC=CC=3)C=CC=2)OC2C(P(C3C=CC=CC=3)C3C=CC=CC=3)=CC=CC1=2.C(=O)([O-])[O-].[Cs+].[Cs+], predict the reaction product. (4) Given the reactants Cl.Cl.[Cl:3][C:4]1[C:8]([NH2:9])=[CH:7][N:6]([C:10]2[CH:11]=[N:12][CH:13]=[CH:14][CH:15]=2)[N:5]=1.C(N(CC)CC)C.[Cl:23][CH2:24][CH2:25][CH2:26][C:27](Cl)=[O:28].O, predict the reaction product. The product is: [Cl:23][CH2:24][CH2:25][CH2:26][C:27]([NH:9][C:8]1[C:4]([Cl:3])=[N:5][N:6]([C:10]2[CH:11]=[N:12][CH:13]=[CH:14][CH:15]=2)[CH:7]=1)=[O:28]. (5) Given the reactants [O:1]1[CH:5]=[C:4]([CH2:6][N:7]2[C:11]([O:12][C:13]3[CH:18]=[CH:17][C:16]([C:19]([F:22])([F:21])[F:20])=[CH:15][CH:14]=3)=[CH:10][C:9]([C:23]3[CH:24]=[C:25]([C:29]4([NH2:33])[CH2:32][O:31][CH2:30]4)[CH:26]=[CH:27][CH:28]=3)=[N:8]2)[N:3]=[CH:2]1.[F:34][C:35]([F:42])([F:41])[CH2:36][S:37](Cl)(=[O:39])=[O:38].O, predict the reaction product. The product is: [F:22][C:19]([F:20])([F:21])[C:16]1[CH:17]=[CH:18][C:13]([O:12][C:11]2[N:7]([CH2:6][C:4]3[N:3]=[CH:2][O:1][CH:5]=3)[N:8]=[C:9]([C:23]3[CH:24]=[C:25]([C:29]4([NH:33][S:37]([CH2:36][C:35]([F:42])([F:41])[F:34])(=[O:39])=[O:38])[CH2:32][O:31][CH2:30]4)[CH:26]=[CH:27][CH:28]=3)[CH:10]=2)=[CH:14][CH:15]=1. (6) Given the reactants [ClH:1].[CH2:2]([C:7]1[N:8]=[C:9]([NH2:12])[NH:10][CH:11]=1)[CH2:3][CH2:4][C:5]#[CH:6].[N:13]([CH2:16][CH2:17][CH2:18][C:19]1[CH:24]=[CH:23][CH:22]=[CH:21][CH:20]=1)=[N+:14]=[N-:15], predict the reaction product. The product is: [ClH:1].[C:19]1([CH2:18][CH2:17][CH2:16][N:13]2[CH:6]=[C:5]([CH2:4][CH2:3][CH2:2][C:7]3[N:8]=[C:9]([NH2:12])[NH:10][CH:11]=3)[N:15]=[N:14]2)[CH:24]=[CH:23][CH:22]=[CH:21][CH:20]=1.